From a dataset of Forward reaction prediction with 1.9M reactions from USPTO patents (1976-2016). Predict the product of the given reaction. (1) Given the reactants [Cl:1][C:2]1[CH:28]=[CH:27][C:5]([CH2:6][N:7]2[C:12](=[N:13][C:14]3[CH:19]=[CH:18][C:17]([O:20][CH:21]([CH3:23])[CH3:22])=[C:16]([Cl:24])[CH:15]=3)[NH:11][C:10](=[O:25])[NH:9][C:8]2=[O:26])=[CH:4][CH:3]=1.Br[CH2:30][C@@H:31]1[CH2:35][O:34][C:33]([CH3:37])([CH3:36])[O:32]1.CC(C)([O-])C.[K+].CN(C=O)C, predict the reaction product. The product is: [Cl:1][C:2]1[CH:3]=[CH:4][C:5]([CH2:6][N:7]2[C:12](=[N:13][C:14]3[CH:19]=[CH:18][C:17]([O:20][CH:21]([CH3:23])[CH3:22])=[C:16]([Cl:24])[CH:15]=3)[NH:11][C:10](=[O:25])[N:9]([CH2:30][C@@H:31]3[CH2:35][O:34][C:33]([CH3:37])([CH3:36])[O:32]3)[C:8]2=[O:26])=[CH:27][CH:28]=1. (2) Given the reactants C[O:2][CH:3](OC)[C:4]1[S:8][C:7]([C:9]2[CH:10]=[C:11]3[C:15](=[CH:16][CH:17]=2)[C:14](=[O:18])[N:13]([CH2:19][CH2:20][CH2:21]I)[CH2:12]3)=[CH:6][CH:5]=1.[CH3:25][NH:26][CH3:27].CCOCC, predict the reaction product. The product is: [CH3:25][N:26]([CH3:27])[CH2:21][CH2:20][CH2:19][N:13]1[CH2:12][C:11]2[C:15](=[CH:16][CH:17]=[C:9]([C:7]3[S:8][C:4]([CH:3]=[O:2])=[CH:5][CH:6]=3)[CH:10]=2)[C:14]1=[O:18].